The task is: Predict which catalyst facilitates the given reaction.. This data is from Catalyst prediction with 721,799 reactions and 888 catalyst types from USPTO. (1) Reactant: [CH2:1]([O:8][C:9]([N:11]1[CH2:15][CH2:14][CH2:13][C@H:12]1[C:16](=[O:30])[NH:17][C:18]1[S:19][CH:20]=[C:21]([C:23]2[CH:28]=[CH:27][C:26]([NH2:29])=[CH:25][CH:24]=2)[N:22]=1)=[O:10])[C:2]1[CH:7]=[CH:6][CH:5]=[CH:4][CH:3]=1.[CH2:31](N(CC)CC)C.CI. Product: [CH2:1]([O:8][C:9]([N:11]1[CH2:15][CH2:14][CH2:13][CH:12]1[C:16](=[O:30])[NH:17][C:18]1[S:19][CH:20]=[C:21]([C:23]2[CH:24]=[CH:25][C:26]([NH:29][CH3:31])=[CH:27][CH:28]=2)[N:22]=1)=[O:10])[C:2]1[CH:3]=[CH:4][CH:5]=[CH:6][CH:7]=1. The catalyst class is: 2. (2) The catalyst class is: 7. Reactant: Cl[CH2:2][C:3]([N:5]1[C:14]2[C:9](=[CH:10][CH:11]=[C:12]([C:15]([O:17][C:18]([CH3:21])([CH3:20])[CH3:19])=[O:16])[CH:13]=2)[N:8]([CH:22]2[CH2:24][CH2:23]2)[C:7](=[O:25])[CH2:6]1)=[O:4].[CH:26]1([NH2:32])[CH2:31][CH2:30][CH2:29][CH2:28][CH2:27]1. Product: [CH:26]1([NH:32][CH2:2][C:3]([N:5]2[C:14]3[C:9](=[CH:10][CH:11]=[C:12]([C:15]([O:17][C:18]([CH3:21])([CH3:20])[CH3:19])=[O:16])[CH:13]=3)[N:8]([CH:22]3[CH2:24][CH2:23]3)[C:7](=[O:25])[CH2:6]2)=[O:4])[CH2:31][CH2:30][CH2:29][CH2:28][CH2:27]1. (3) Reactant: [CH3:1][C:2]1[CH:6]=[CH:5][S:4][C:3]=1[C:7]1[C:8](=[O:33])[NH:9][C:10](=[O:32])[N:11]([CH2:13][CH2:14][CH2:15][N:16]2[CH2:21][C@H:20]3[C@:18]([C:22]4[CH:27]=[CH:26][C:25]([C:28]([F:31])([F:30])[F:29])=[CH:24][CH:23]=4)([CH2:19]3)[CH2:17]2)[CH:12]=1.[ClH:34]. Product: [ClH:34].[CH3:1][C:2]1[CH:6]=[CH:5][S:4][C:3]=1[C:7]1[C:8](=[O:33])[NH:9][C:10](=[O:32])[N:11]([CH2:13][CH2:14][CH2:15][N:16]2[CH2:21][C@H:20]3[C@:18]([C:22]4[CH:23]=[CH:24][C:25]([C:28]([F:31])([F:30])[F:29])=[CH:26][CH:27]=4)([CH2:19]3)[CH2:17]2)[CH:12]=1. The catalyst class is: 12.